Dataset: Forward reaction prediction with 1.9M reactions from USPTO patents (1976-2016). Task: Predict the product of the given reaction. (1) Given the reactants F[C:2]1[CH:16]=[CH:15][C:5]([C:6]([C:8]2[CH:13]=[CH:12][C:11]([CH3:14])=[CH:10][N:9]=2)=[O:7])=[CH:4][CH:3]=1.[N-:17]=[N+]=[N-].[Na+].O, predict the reaction product. The product is: [NH2:17][C:2]1[CH:16]=[CH:15][C:5]([CH:6]([C:8]2[CH:13]=[CH:12][C:11]([CH3:14])=[CH:10][N:9]=2)[OH:7])=[CH:4][CH:3]=1. (2) Given the reactants [CH2:1]=[CH:2][CH3:3].[C:4]1([OH:24])[C:5]([C:14]2[CH:23]=[CH:22][C:21]3[CH2:20][CH2:19][CH2:18][CH2:17][C:16]=3[CH:15]=2)=[CH:6][CH:7]=[C:8]2[C:13]=1[CH2:12][CH2:11][CH2:10][CH2:9]2, predict the reaction product. The product is: [CH:2]([C:6]1[CH:7]=[C:8]2[C:13]([CH2:12][CH2:11][CH2:10][CH2:9]2)=[C:4]([OH:24])[C:5]=1[C:14]1[CH:23]=[CH:22][C:21]2[CH2:20][CH2:19][CH2:18][CH2:17][C:16]=2[CH:15]=1)([CH3:3])[CH3:1]. (3) Given the reactants O[CH2:2][CH2:3][N:4]1[CH2:9][CH2:8][N:7]([C:10]([O:12][C:13]([CH3:16])([CH3:15])[CH3:14])=[O:11])[CH2:6][CH2:5]1.S(Cl)([Cl:19])=O, predict the reaction product. The product is: [Cl:19][CH2:2][CH2:3][N:4]1[CH2:9][CH2:8][N:7]([C:10]([O:12][C:13]([CH3:16])([CH3:15])[CH3:14])=[O:11])[CH2:6][CH2:5]1. (4) Given the reactants B1([O-])OO1.[OH2:5].O.O.O.[Na+].[C:10]([O:14][C:15]([NH:17][C@@H:18]([CH2:22][S:23][CH2:24][C:25]1[CH:30]=[CH:29][C:28]([C:31]2[CH:36]=[CH:35][C:34]([N:37]3[C:45]4[C:40](=[CH:41][CH:42]=[CH:43][CH:44]=4)[CH:39]=[CH:38]3)=[CH:33][CH:32]=2)=[CH:27][CH:26]=1)[C:19]([OH:21])=[O:20])=[O:16])([CH3:13])([CH3:12])[CH3:11], predict the reaction product. The product is: [C:10]([O:14][C:15]([NH:17][C@@H:18]([CH2:22][S:23]([CH2:24][C:25]1[CH:30]=[CH:29][C:28]([C:31]2[CH:32]=[CH:33][C:34]([N:37]3[C:45]4[C:40](=[CH:41][CH:42]=[CH:43][CH:44]=4)[CH:39]=[CH:38]3)=[CH:35][CH:36]=2)=[CH:27][CH:26]=1)=[O:5])[C:19]([OH:21])=[O:20])=[O:16])([CH3:13])([CH3:11])[CH3:12].